Dataset: Full USPTO retrosynthesis dataset with 1.9M reactions from patents (1976-2016). Task: Predict the reactants needed to synthesize the given product. (1) Given the product [Cl:1][S:2]([NH:5][C:6](=[O:7])[O:15][CH2:8][C:9]1[CH:14]=[CH:13][CH:12]=[CH:11][CH:10]=1)(=[O:4])=[O:3], predict the reactants needed to synthesize it. The reactants are: [Cl:1][S:2]([N:5]=[C:6]=[O:7])(=[O:4])=[O:3].[CH2:8]([OH:15])[C:9]1[CH:14]=[CH:13][CH:12]=[CH:11][CH:10]=1. (2) Given the product [O:12]1[CH2:13][CH2:14][O:15][CH:11]1[CH2:10][CH2:9][N:8]([CH2:1][C:2]1[CH:7]=[CH:6][CH:5]=[CH:4][CH:3]=1)[C:21](=[O:22])[C:20]1[CH:24]=[CH:25][CH:26]=[C:18]([CH2:17][Cl:16])[CH:19]=1, predict the reactants needed to synthesize it. The reactants are: [CH2:1]([NH:8][CH2:9][CH2:10][CH:11]1[O:15][CH2:14][CH2:13][O:12]1)[C:2]1[CH:7]=[CH:6][CH:5]=[CH:4][CH:3]=1.[Cl:16][CH2:17][C:18]1[CH:19]=[C:20]([CH:24]=[CH:25][CH:26]=1)[C:21](Cl)=[O:22]. (3) Given the product [CH3:19][S:20]([O:7][CH2:6][CH2:5][C:4]([N:1]=[N+:2]=[N-:3])([CH3:9])[CH3:8])(=[O:22])=[O:21], predict the reactants needed to synthesize it. The reactants are: [N:1]([C:4]([CH3:9])([CH3:8])[CH2:5][CH2:6][OH:7])=[N+:2]=[N-:3].CCN(C(C)C)C(C)C.[CH3:19][S:20](Cl)(=[O:22])=[O:21]. (4) Given the product [CH2:1]([O:3][C:4]1[C:5]([CH3:12])=[CH:6][C:7]([F:11])=[C:8]([B:18]([OH:21])[OH:19])[CH:9]=1)[CH3:2], predict the reactants needed to synthesize it. The reactants are: [CH2:1]([O:3][C:4]1[CH:9]=[C:8](I)[C:7]([F:11])=[CH:6][C:5]=1[CH3:12])[CH3:2].[Li]CCCC.[B:18](OC)([O:21]C)[O:19]C.